From a dataset of Forward reaction prediction with 1.9M reactions from USPTO patents (1976-2016). Predict the product of the given reaction. (1) Given the reactants I[C:2]1[CH2:5][CH2:4][C:3]=1[NH:6][C:7](=[O:18])[C:8]1[CH:13]=[CH:12][CH:11]=[CH:10][C:9]=1[C:14]([F:17])([F:16])[F:15].C([Sn](CCCC)(CCCC)[C:24]1[C:29]([Cl:30])=[CH:28][CH:27]=[CH:26][N:25]=1)CCC.C1([As](C2C=CC=CC=2)C2C=CC=CC=2)C=CC=CC=1, predict the reaction product. The product is: [Cl:30][C:29]1[C:24]([C:2]2[CH2:5][CH2:4][C:3]=2[NH:6][C:7](=[O:18])[C:8]2[CH:13]=[CH:12][CH:11]=[CH:10][C:9]=2[C:14]([F:17])([F:16])[F:15])=[N:25][CH:26]=[CH:27][CH:28]=1. (2) Given the reactants [CH:1]1([C:4]2[N:13]=[C:12]([N:14]3[CH2:19][CH2:18][N:17]([C:20]4[CH:25]=[CH:24][C:23](F)=[CH:22][C:21]=4OC)[CH2:16][CH2:15]3)[C:11]3[C:6](=[CH:7][C:8]([O:31][CH3:32])=[C:9]([O:29][CH3:30])[CH:10]=3)[N:5]=2)[CH2:3][CH2:2]1.FC1C=C[C:37]([N:40]2CCNCC2)=C(OC)C=1.N1(C2C=CC=CC=2C#N)CCNCC1, predict the reaction product. The product is: [CH:1]1([C:4]2[N:13]=[C:12]([N:14]3[CH2:19][CH2:18][N:17]([C:20]4[CH:25]=[CH:24][CH:23]=[CH:22][C:21]=4[C:37]#[N:40])[CH2:16][CH2:15]3)[C:11]3[C:6](=[CH:7][C:8]([O:31][CH3:32])=[C:9]([O:29][CH3:30])[CH:10]=3)[N:5]=2)[CH2:3][CH2:2]1. (3) Given the reactants [C:1]([O:5][C:6]([N:8]1[CH2:12][CH2:11][CH2:10][CH:9]1[C:13]([OH:15])=O)=[O:7])([CH3:4])([CH3:3])[CH3:2].N1C=CC=CC=1.C(Cl)(=O)C(Cl)=O.[Cl:28][C:29]1[CH:35]=[C:34]([Br:36])[CH:33]=[CH:32][C:30]=1[NH2:31], predict the reaction product. The product is: [C:1]([O:5][C:6]([N:8]1[CH2:12][CH2:11][CH2:10][CH:9]1[C:13](=[O:15])[NH:31][C:30]1[CH:32]=[CH:33][C:34]([Br:36])=[CH:35][C:29]=1[Cl:28])=[O:7])([CH3:2])([CH3:3])[CH3:4].